From a dataset of Peptide-MHC class I binding affinity with 185,985 pairs from IEDB/IMGT. Regression. Given a peptide amino acid sequence and an MHC pseudo amino acid sequence, predict their binding affinity value. This is MHC class I binding data. (1) The binding affinity (normalized) is 0.0599. The MHC is HLA-B35:01 with pseudo-sequence HLA-B35:01. The peptide sequence is VPVWKEATTTL. (2) The peptide sequence is NFLKEQHCQK. The MHC is HLA-A68:01 with pseudo-sequence HLA-A68:01. The binding affinity (normalized) is 0.0293. (3) The MHC is HLA-B48:01 with pseudo-sequence HLA-B48:01. The peptide sequence is WEITYLGTT. The binding affinity (normalized) is 0.0847. (4) The peptide sequence is SARTNCLAV. The MHC is HLA-B15:17 with pseudo-sequence HLA-B15:17. The binding affinity (normalized) is 0.532. (5) The peptide sequence is KVIQPRVEK. The MHC is HLA-A02:01 with pseudo-sequence HLA-A02:01. The binding affinity (normalized) is 0.195. (6) The peptide sequence is KLEYLAPSY. The MHC is HLA-B58:01 with pseudo-sequence HLA-B58:01. The binding affinity (normalized) is 0.0847. (7) The peptide sequence is RMLPKLAEF. The MHC is HLA-A02:02 with pseudo-sequence HLA-A02:02. The binding affinity (normalized) is 0.0392.